From a dataset of Reaction yield outcomes from USPTO patents with 853,638 reactions. Predict the reaction yield, written as a fraction of the theoretical maximum amount of product (1.0 means a 100% yield; for example, 0.34 means a 34% yield). (1) The reactants are [C:1]1([C:29]2[CH:34]=[CH:33][CH:32]=[CH:31][CH:30]=2)[CH:6]=[CH:5][C:4]([N:7]=[C:8]([C:10]2[CH:15]=[CH:14][C:13]([C:16]([OH:18])=O)=[C:12](/[N:19]=[C:20](\[O-:28])/[CH2:21][N:22]3CCOCC3)[CH:11]=2)[O-:9])=[CH:3][CH:2]=1.[Li+].[Li+].CN.[CH2:39]1[CH2:43][O:42][CH2:41][CH2:40]1.F[P-](F)(F)(F)(F)F.[N:51]1(O[P+](N2CCCC2)(N2CCCC2)N2CCCC2)[C:55]2C=CC=CC=2N=N1.C(N(C(C)C)CC)(C)C. The catalyst is CN(C=O)C.O. The product is [C:1]1([C:29]2[CH:34]=[CH:33][CH:32]=[CH:31][CH:30]=2)[CH:2]=[CH:3][C:4]([NH:7][C:8](=[O:9])[C:10]2[CH:15]=[CH:14][C:13]([C:16]([NH:51][CH3:55])=[O:18])=[C:12]([NH:19][C:20](=[O:28])[CH2:21][N:22]3[CH2:39][CH2:43][O:42][CH2:41][CH2:40]3)[CH:11]=2)=[CH:5][CH:6]=1. The yield is 0.610. (2) The reactants are [F:1][C:2]1[CH:3]=[C:4]2[C:9](=O)[O:8][C:6](=[O:7])[C:5]2=[CH:11][CH:12]=1.[NH2:13]C(N)=O. The catalyst is C1(C)C=CC=CC=1. The product is [F:1][C:2]1[CH:3]=[C:4]2[C:5](=[CH:11][CH:12]=1)[C:6](=[O:7])[NH:13][C:9]2=[O:8]. The yield is 1.00.